From a dataset of Reaction yield outcomes from USPTO patents with 853,638 reactions. Predict the reaction yield, written as a fraction of the theoretical maximum amount of product (1.0 means a 100% yield; for example, 0.34 means a 34% yield). The reactants are [NH2:1][C:2]1[C:7]([OH:8])=[CH:6][CH:5]=[C:4]([CH3:9])[N:3]=1.O(CC)[C:11]([S-])=[S:12].[K+]. The catalyst is C(O)C. The product is [CH3:9][C:4]1[N:3]=[C:2]2[N:1]=[C:11]([SH:12])[O:8][C:7]2=[CH:6][CH:5]=1. The yield is 0.770.